From a dataset of Catalyst prediction with 721,799 reactions and 888 catalyst types from USPTO. Predict which catalyst facilitates the given reaction. (1) Reactant: [C:1]1([OH:7])[CH:6]=[CH:5][CH:4]=[CH:3][CH:2]=1.[H-].[Na+].Cl[C:11]1[N:16]=[C:15]([NH:17][CH3:18])[C:14]([N+:19]([O-])=O)=[CH:13][CH:12]=1.[C:22](O)(=O)[CH2:23][OH:24].C(=O)(O)[O-].[Na+]. Product: [CH3:18][N:17]1[C:15]2=[N:16][C:11]([O:7][C:1]3[CH:6]=[CH:5][CH:4]=[CH:3][CH:2]=3)=[CH:12][CH:13]=[C:14]2[N:19]=[C:22]1[CH2:23][OH:24]. The catalyst class is: 20. (2) Reactant: [NH2:1][C:2]1[CH:15]=[CH:14][C:5]([C:6]([NH:8][C:9]2[S:10][CH:11]=[CH:12][N:13]=2)=[O:7])=[CH:4][C:3]=1[CH3:16].N1C=CC=CC=1.[CH:23]1([CH2:28][C:29](Cl)=[O:30])[CH2:27][CH2:26][CH2:25][CH2:24]1. Product: [CH:23]1([CH2:28][C:29]([NH:1][C:2]2[CH:15]=[CH:14][C:5]([C:6]([NH:8][C:9]3[S:10][CH:11]=[CH:12][N:13]=3)=[O:7])=[CH:4][C:3]=2[CH3:16])=[O:30])[CH2:27][CH2:26][CH2:25][CH2:24]1. The catalyst class is: 825. (3) Reactant: [CH3:1][C:2]1[N:7]([C:8]2[CH:13]=[CH:12][CH:11]=[C:10]([C:14]([F:17])([F:16])[F:15])[CH:9]=2)[C:6](=[O:18])[C:5]([C:19]([NH:21][CH2:22][C:23]2[CH:28]=[CH:27][C:26]([S:29]([CH3:32])(=[O:31])=[O:30])=[CH:25][CH:24]=2)=[O:20])=[CH:4][C:3]=1[CH:33]=[CH2:34].S(=O)(=O)(O)O.[C:40](=O)([O-])[OH:41].[Na+]. Product: [CH3:40][O:41][CH:33]([C:3]1[CH:4]=[C:5]([C:19]([NH:21][CH2:22][C:23]2[CH:24]=[CH:25][C:26]([S:29]([CH3:32])(=[O:31])=[O:30])=[CH:27][CH:28]=2)=[O:20])[C:6](=[O:18])[N:7]([C:8]2[CH:13]=[CH:12][CH:11]=[C:10]([C:14]([F:17])([F:15])[F:16])[CH:9]=2)[C:2]=1[CH3:1])[CH3:34]. The catalyst class is: 5. (4) Reactant: O[CH2:2][C:3]1[CH:8]=[CH:7][C:6]([C:9]2[S:13][C:12]([CH:14]=[O:15])=[CH:11][CH:10]=2)=[CH:5][CH:4]=1.C(N(CC)CC)C.CS([Cl:27])(=O)=O.[Cl-].[Li+]. Product: [Cl:27][CH2:2][C:3]1[CH:8]=[CH:7][C:6]([C:9]2[S:13][C:12]([CH:14]=[O:15])=[CH:11][CH:10]=2)=[CH:5][CH:4]=1. The catalyst class is: 47. (5) Reactant: [NH:1]1[C:9]2[C:4](=[CH:5][CH:6]=[CH:7][C:8]=2[C:10]([OH:12])=O)[CH:3]=[N:2]1.C1N=CN(C(N2C=NC=C2)=O)C=1.[C:25]([NH2:29])([CH3:28])([CH3:27])[CH3:26].O. Product: [C:25]([NH:29][C:10]([C:8]1[CH:7]=[CH:6][CH:5]=[C:4]2[C:9]=1[NH:1][N:2]=[CH:3]2)=[O:12])([CH3:28])([CH3:27])[CH3:26]. The catalyst class is: 3.